Task: Predict the product of the given reaction.. Dataset: Forward reaction prediction with 1.9M reactions from USPTO patents (1976-2016) (1) The product is: [Cl:20][C:9]1[CH:10]=[C:11]([N:14]2[CH2:15][CH2:16][O:17][CH2:18][CH2:19]2)[CH:12]=[CH:13][C:8]=1[NH2:7]. Given the reactants C(OC(=O)[NH:7][C:8]1[CH:13]=[CH:12][C:11]([N:14]2[CH2:19][CH2:18][O:17][CH2:16][CH2:15]2)=[CH:10][C:9]=1[Cl:20])(C)(C)C.FC(F)(F)C(O)=O, predict the reaction product. (2) Given the reactants [Cl:1][C:2]1[CH:7]=[C:6]([Cl:8])[CH:5]=[CH:4][C:3]=1/[CH:9]=[CH:10]/[C:11]([O:13]C)=[O:12].[OH-].[Na+], predict the reaction product. The product is: [Cl:1][C:2]1[CH:7]=[C:6]([Cl:8])[CH:5]=[CH:4][C:3]=1/[CH:9]=[CH:10]/[C:11]([OH:13])=[O:12]. (3) Given the reactants Cl.[NH2:2][C@@H:3]1[C:11]2[C:6](=[C:7]([C:12]3[S:16][C:15]([C:17]4[CH:18]=[CH:19][C:20]([O:25][CH:26]([CH3:28])[CH3:27])=[C:21]([CH:24]=4)[C:22]#[N:23])=[N:14][N:13]=3)[CH:8]=[CH:9][CH:10]=2)[CH2:5][CH2:4]1.Cl[C:30]([O:32][CH3:33])=[O:31], predict the reaction product. The product is: [C:22]([C:21]1[CH:24]=[C:17]([C:15]2[S:16][C:12]([C:7]3[CH:8]=[CH:9][CH:10]=[C:11]4[C:6]=3[CH2:5][CH2:4][C@@H:3]4[NH:2][C:30](=[O:31])[O:32][CH3:33])=[N:13][N:14]=2)[CH:18]=[CH:19][C:20]=1[O:25][CH:26]([CH3:28])[CH3:27])#[N:23]. (4) Given the reactants Br[C:2]1[CH:7]=[C:6]([C:8]([CH3:11])([CH3:10])[CH3:9])[CH:5]=[C:4]([Br:12])[CH:3]=1.[Li]CCCC.[C:18]1(=[O:22])[CH2:21][CH2:20][CH2:19]1, predict the reaction product. The product is: [Br:12][C:4]1[CH:3]=[C:2]([C:18]2([OH:22])[CH2:21][CH2:20][CH2:19]2)[CH:7]=[C:6]([C:8]([CH3:11])([CH3:10])[CH3:9])[CH:5]=1. (5) Given the reactants [NH2:1][CH:2]([CH2:6][CH3:7])[C:3]([OH:5])=[O:4].C(N(CC)CC)C.Cl[Si](C)(C)C.[CH:20]1([C:25](Cl)=[O:26])[CH2:24][CH2:23][CH2:22][CH2:21]1, predict the reaction product. The product is: [CH:20]1([C:25]([NH:1][CH:2]([CH2:6][CH3:7])[C:3]([OH:5])=[O:4])=[O:26])[CH2:24][CH2:23][CH2:22][CH2:21]1. (6) Given the reactants [N+:1]([C:4]1[CH:5]=[N:6][C:7]([O:10][C:11]2[C:16]3[C:17]([CH3:21])([CH3:20])[CH2:18][O:19][C:15]=3[C:14]([CH3:22])=[CH:13][CH:12]=2)=[N:8][CH:9]=1)([O-])=O, predict the reaction product. The product is: [CH3:20][C:17]1([CH3:21])[C:16]2[C:11]([O:10][C:7]3[N:6]=[CH:5][C:4]([NH2:1])=[CH:9][N:8]=3)=[CH:12][CH:13]=[C:14]([CH3:22])[C:15]=2[O:19][CH2:18]1. (7) Given the reactants [F:1][C:2]1[CH:3]=[C:4]([C:9]2[CH:14]=[C:13]([C:15]([F:18])([F:17])[F:16])[N:12]=[C:11]([N:19]3[CH:23]=[C:22]([Sn](CCCC)(CCCC)CCCC)[N:21]=[CH:20]3)[N:10]=2)[CH:5]=[CH:6][C:7]=1[F:8].[CH3:37][C:38]([NH:41][S:42]([C:45]1[S:49][C:48](Br)=[CH:47][CH:46]=1)(=[O:44])=[O:43])([CH3:40])[CH3:39].CCCCCC, predict the reaction product. The product is: [C:38]([NH:41][S:42]([C:45]1[S:49][C:48]([C:22]2[N:21]=[CH:20][N:19]([C:11]3[N:10]=[C:9]([C:4]4[CH:5]=[CH:6][C:7]([F:8])=[C:2]([F:1])[CH:3]=4)[CH:14]=[C:13]([C:15]([F:18])([F:17])[F:16])[N:12]=3)[CH:23]=2)=[CH:47][CH:46]=1)(=[O:43])=[O:44])([CH3:40])([CH3:37])[CH3:39].